Task: Predict the reactants needed to synthesize the given product.. Dataset: Full USPTO retrosynthesis dataset with 1.9M reactions from patents (1976-2016) (1) Given the product [Cl:22][C:18]1[CH:17]=[C:16]([C:15]2[S:14][C:13]([CH3:23])=[N:12][C:11]=2[C:9]([N:8]2[CH2:7][C@H:6]3[C@H:4]([CH2:5]3)[C@H:3]2[CH2:2][NH:1][C:33]([C:32]2[CH:31]=[CH:30][CH:29]=[C:28]3[O:24][CH2:25][CH2:26][C:27]=23)=[O:34])=[O:10])[CH:21]=[CH:20][CH:19]=1, predict the reactants needed to synthesize it. The reactants are: [NH2:1][CH2:2][C@H:3]1[N:8]([C:9]([C:11]2[N:12]=[C:13]([CH3:23])[S:14][C:15]=2[C:16]2[CH:21]=[CH:20][CH:19]=[C:18]([Cl:22])[CH:17]=2)=[O:10])[CH2:7][C@H:6]2[C@@H:4]1[CH2:5]2.[O:24]1[C:28]2=[CH:29][CH:30]=[CH:31][C:32]([C:33](O)=[O:34])=[C:27]2[CH2:26][CH2:25]1. (2) Given the product [F:15][C:6]1[C:5]2[O:4][CH2:3][CH:2]([NH:1][CH2:28][CH2:27][C@H:26]([C:20]3[C:19]4[C:23](=[CH:24][CH:25]=[C:17]([F:16])[CH:18]=4)[NH:22][CH:21]=3)[CH3:30])[CH2:11][C:10]=2[C:9]([C:12]([NH2:14])=[O:13])=[CH:8][CH:7]=1, predict the reactants needed to synthesize it. The reactants are: [NH2:1][CH:2]1[CH2:11][C:10]2[C:9]([C:12]([NH2:14])=[O:13])=[CH:8][CH:7]=[C:6]([F:15])[C:5]=2[O:4][CH2:3]1.[F:16][C:17]1[CH:18]=[C:19]2[C:23](=[CH:24][CH:25]=1)[NH:22][CH:21]=[C:20]2[C@H:26]([CH3:30])[CH2:27][CH:28]=O.C(O)(=O)C.C([BH3-])#N.[Na+].